Task: Predict the reactants needed to synthesize the given product.. Dataset: Full USPTO retrosynthesis dataset with 1.9M reactions from patents (1976-2016) (1) Given the product [CH2:1]([C:3]1[CH:7]=[C:6]([CH2:8][CH3:9])[N:5]([C:10]2[CH:15]=[CH:14][C:13]([NH:16][C:17]([CH2:19][NH:28][C:27]3[CH:29]=[CH:30][C:24]([C:22]#[N:23])=[CH:25][CH:26]=3)=[O:18])=[CH:12][C:11]=2[CH3:21])[N:4]=1)[CH3:2], predict the reactants needed to synthesize it. The reactants are: [CH2:1]([C:3]1[CH:7]=[C:6]([CH2:8][CH3:9])[N:5]([C:10]2[CH:15]=[CH:14][C:13]([NH:16][C:17]([CH2:19]Br)=[O:18])=[CH:12][C:11]=2[CH3:21])[N:4]=1)[CH3:2].[C:22]([C:24]1[CH:30]=[CH:29][C:27]([NH2:28])=[CH:26][CH:25]=1)#[N:23]. (2) Given the product [Br:25][C:26]1[CH:33]=[CH:32][C:31]([O:34][CH3:35])=[CH:30][C:27]=1[CH2:28][NH:24][C:20]1[CH:21]=[CH:22][CH:23]=[C:18]([C:7]2[C:6]3[C:11](=[C:2]([Cl:1])[CH:3]=[CH:4][CH:5]=3)[N:10]=[N:9][C:8]=2[C:12]2[CH:13]=[CH:14][CH:15]=[CH:16][CH:17]=2)[CH:19]=1, predict the reactants needed to synthesize it. The reactants are: [Cl:1][C:2]1[CH:3]=[CH:4][CH:5]=[C:6]2[C:11]=1[N:10]=[N:9][C:8]([C:12]1[CH:17]=[CH:16][CH:15]=[CH:14][CH:13]=1)=[C:7]2[C:18]1[CH:19]=[C:20]([NH2:24])[CH:21]=[CH:22][CH:23]=1.[Br:25][C:26]1[CH:33]=[CH:32][C:31]([O:34][CH3:35])=[CH:30][C:27]=1[CH:28]=O.